From a dataset of Peptide-MHC class II binding affinity with 134,281 pairs from IEDB. Regression. Given a peptide amino acid sequence and an MHC pseudo amino acid sequence, predict their binding affinity value. This is MHC class II binding data. (1) The peptide sequence is VDVVLEHGGCVTTMA. The MHC is DRB1_0701 with pseudo-sequence DRB1_0701. The binding affinity (normalized) is 0.224. (2) The peptide sequence is RRGSANGKTLGEVWK. The MHC is HLA-DQA10102-DQB10501 with pseudo-sequence HLA-DQA10102-DQB10501. The binding affinity (normalized) is 0.311.